This data is from NCI-60 drug combinations with 297,098 pairs across 59 cell lines. The task is: Regression. Given two drug SMILES strings and cell line genomic features, predict the synergy score measuring deviation from expected non-interaction effect. Drug 1: CN(C)C1=NC(=NC(=N1)N(C)C)N(C)C. Drug 2: C(CN)CNCCSP(=O)(O)O. Cell line: NCIH23. Synergy scores: CSS=3.71, Synergy_ZIP=-4.98, Synergy_Bliss=-6.16, Synergy_Loewe=-4.65, Synergy_HSA=-4.86.